This data is from Catalyst prediction with 721,799 reactions and 888 catalyst types from USPTO. The task is: Predict which catalyst facilitates the given reaction. (1) Reactant: Br[C:2]1[N:3]=[C:4]2[C:10]([C:11]([NH:13][C:14]([CH3:17])([CH3:16])[CH3:15])=[O:12])=[CH:9][N:8]([CH2:18][O:19][CH2:20][CH2:21][Si:22]([CH3:25])([CH3:24])[CH3:23])[C:5]2=[N:6][CH:7]=1.[I-].[Na+].CN[C@@H]1CCCC[C@H]1NC.[Cl:38][C:39]1[CH:40]=[C:41]2[C:45](=[CH:46][CH:47]=1)[NH:44][N:43]=[CH:42]2.[O-]P([O-])([O-])=O.[K+].[K+].[K+]. Product: [C:14]([NH:13][C:11]([C:10]1[C:4]2[C:5](=[N:6][CH:7]=[C:2]([N:44]3[C:45]4[C:41](=[CH:40][C:39]([Cl:38])=[CH:47][CH:46]=4)[CH:42]=[N:43]3)[N:3]=2)[N:8]([CH2:18][O:19][CH2:20][CH2:21][Si:22]([CH3:25])([CH3:24])[CH3:23])[CH:9]=1)=[O:12])([CH3:17])([CH3:16])[CH3:15]. The catalyst class is: 432. (2) Reactant: C(OC([N:8]1[CH2:13][CH2:12][CH:11]([C:14]2[C:22]3[C:17](=[CH:18][N:19]=[C:20]([N:23]4[CH2:28][CH2:27][O:26][CH2:25][CH2:24]4)[CH:21]=3)[NH:16][CH:15]=2)[CH2:10][CH2:9]1)=O)(C)(C)C.FC(F)(F)C(O)=O.[CH3:36][S:37]([N:40]1[CH2:45][CH2:44][C:43]2[N:46]([CH2:59][CH:60]3[CH2:62][O:61]3)[N:47]=[C:48]([C:49]3[CH:54]=[CH:53][C:52]([C:55]([F:58])([F:57])[F:56])=[CH:51][CH:50]=3)[C:42]=2[CH2:41]1)(=[O:39])=[O:38]. Product: [NH3:8].[CH3:36][S:37]([N:40]1[CH2:45][CH2:44][C:43]2[N:46]([CH2:59][CH:60]([OH:61])[CH2:62][N:8]3[CH2:9][CH2:10][CH:11]([C:14]4[C:22]5[C:17](=[CH:18][N:19]=[C:20]([N:23]6[CH2:24][CH2:25][O:26][CH2:27][CH2:28]6)[CH:21]=5)[NH:16][CH:15]=4)[CH2:12][CH2:13]3)[N:47]=[C:48]([C:49]3[CH:50]=[CH:51][C:52]([C:55]([F:56])([F:57])[F:58])=[CH:53][CH:54]=3)[C:42]=2[CH2:41]1)(=[O:39])=[O:38]. The catalyst class is: 2. (3) Reactant: [Br:1][C:2]1[CH:6]=[N:5][N:4]([CH3:7])[C:3]=1[CH:8]=[O:9].[C:10]1([Mg]Cl)[CH:15]=[CH:14][CH:13]=[CH:12][CH:11]=1. Product: [Br:1][C:2]1[CH:6]=[N:5][N:4]([CH3:7])[C:3]=1[CH:8]([C:10]1[CH:15]=[CH:14][CH:13]=[CH:12][CH:11]=1)[OH:9]. The catalyst class is: 1. (4) Reactant: FC(F)(F)C(O)=O.[S:8]1[C:14]2[CH:15]=[CH:16][CH:17]=[CH:18][C:13]=2[CH2:12][N:11]([C:19]2[N:28]=[C:27]([NH:29][CH2:30][CH2:31][NH:32]C(=O)OC(C)(C)C)[C:26]3[C:21](=[CH:22][CH:23]=[C:24]([CH3:40])[CH:25]=3)[N:20]=2)[CH2:10][CH2:9]1. Product: [S:8]1[C:14]2[CH:15]=[CH:16][CH:17]=[CH:18][C:13]=2[CH2:12][N:11]([C:19]2[N:28]=[C:27]([NH:29][CH2:30][CH2:31][NH2:32])[C:26]3[C:21](=[CH:22][CH:23]=[C:24]([CH3:40])[CH:25]=3)[N:20]=2)[CH2:10][CH2:9]1. The catalyst class is: 4.